This data is from M1 muscarinic receptor antagonist screen with 61,756 compounds. The task is: Binary Classification. Given a drug SMILES string, predict its activity (active/inactive) in a high-throughput screening assay against a specified biological target. The compound is OC(CN(C1CCCCC1)C)COc1ccc(cc1)C(=O)CC. The result is 1 (active).